From a dataset of Forward reaction prediction with 1.9M reactions from USPTO patents (1976-2016). Predict the product of the given reaction. (1) Given the reactants C(OC(=O)[NH:7][C:8]1[CH:13]=[C:12]([N:14]([CH3:16])[CH3:15])[C:11]([F:17])=[CH:10][C:9]=1[NH:18][C:19](=[O:42])[CH2:20][C:21](=O)[C:22]1[CH:27]=[CH:26][CH:25]=[C:24]([N:28]2[C:32]([CH2:33][O:34]C3CCCCO3)=[CH:31][N:30]=[N:29]2)[CH:23]=1)(C)(C)C.C(O)(C(F)(F)F)=O, predict the reaction product. The product is: [CH3:15][N:14]([CH3:16])[C:12]1[C:11]([F:17])=[CH:10][C:9]2[NH:18][C:19](=[O:42])[CH2:20][C:21]([C:22]3[CH:27]=[CH:26][CH:25]=[C:24]([N:28]4[C:32]([CH2:33][OH:34])=[CH:31][N:30]=[N:29]4)[CH:23]=3)=[N:7][C:8]=2[CH:13]=1. (2) Given the reactants [Br:1][C:2]1[CH:3]=[CH:4][C:5](I)=[C:6]([CH:16]=1)[CH2:7][N:8]([CH2:14][CH3:15])[C:9]([CH:11]1[CH2:13][CH2:12]1)=[O:10].[CH2:18]([O:20][C:21](=[O:40])[CH2:22][C:23]1[CH:28]=[CH:27][C:26]([O:29][CH3:30])=[C:25](B2OC(C)(C)C(C)(C)O2)[CH:24]=1)[CH3:19].C(=O)([O-])[O-].[K+].[K+].O, predict the reaction product. The product is: [CH2:18]([O:20][C:21](=[O:40])[CH2:22][C:23]1[CH:24]=[C:25]([C:5]2[CH:4]=[CH:3][C:2]([Br:1])=[CH:16][C:6]=2[CH2:7][N:8]([C:9]([CH:11]2[CH2:13][CH2:12]2)=[O:10])[CH2:14][CH3:15])[C:26]([O:29][CH3:30])=[CH:27][CH:28]=1)[CH3:19]. (3) Given the reactants [CH:1]1([NH:6][C:7]2[CH:12]=[C:11]([C:13]3[C:14]([C:22]4[N:23]=[C:24]([CH3:27])[S:25][CH:26]=4)=[N:15][N:16]4[CH:21]=[CH:20][CH:19]=[CH:18][C:17]=34)[CH:10]=[CH:9][N:8]=2)[CH2:5][CH2:4][CH2:3][CH2:2]1.C([Li])CCC.C(Cl)(Cl)(Cl)[Cl:34], predict the reaction product. The product is: [Cl:34][C:21]1[N:16]2[N:15]=[C:14]([C:22]3[N:23]=[C:24]([CH3:27])[S:25][CH:26]=3)[C:13]([C:11]3[CH:10]=[CH:9][N:8]=[C:7]([NH:6][CH:1]4[CH2:2][CH2:3][CH2:4][CH2:5]4)[CH:12]=3)=[C:17]2[CH:18]=[CH:19][CH:20]=1. (4) Given the reactants [CH2:1]([N:3]([C:8]1[CH:13]=[CH:12][CH:11]=[CH:10][C:9]=1B1OC(C)(C)C(C)(C)O1)[S:4]([CH3:7])(=[O:6])=[O:5])[CH3:2].Br[C:24]1[CH:29]=[CH:28][C:27]([C:30]2[N:31]=[CH:32][C:33]([NH2:36])=[N:34][CH:35]=2)=[C:26]([F:37])[CH:25]=1, predict the reaction product. The product is: [NH2:36][C:33]1[N:34]=[CH:35][C:30]([C:27]2[CH:28]=[CH:29][C:24]([C:9]3[CH:10]=[CH:11][CH:12]=[CH:13][C:8]=3[N:3]([CH2:1][CH3:2])[S:4]([CH3:7])(=[O:5])=[O:6])=[CH:25][C:26]=2[F:37])=[N:31][CH:32]=1. (5) Given the reactants F[C:2]1[CH:11]=[C:10]2[C:5]([C:6](=[O:12])[NH:7][CH:8]=[N:9]2)=[CH:4][CH:3]=1.C(OC([N:20]1[CH2:25][CH2:24][C:23]([CH2:33][NH2:34])([C:26]2[CH:31]=[CH:30][C:29]([Cl:32])=[CH:28][CH:27]=2)[CH2:22][CH2:21]1)=O)(C)(C)C, predict the reaction product. The product is: [NH2:34][CH2:33][C:23]1([C:26]2[CH:27]=[CH:28][C:29]([Cl:32])=[CH:30][CH:31]=2)[CH2:24][CH2:25][N:20]([C:2]2[CH:11]=[C:10]3[C:5]([C:6](=[O:12])[NH:7][CH:8]=[N:9]3)=[CH:4][CH:3]=2)[CH2:21][CH2:22]1. (6) The product is: [CH3:1][O:2][C:3](=[O:20])[C:4]1[CH:9]=[CH:8][C:7]([C:23]2[CH:24]=[CH:25][CH:26]=[CH:27][C:22]=2[CH3:21])=[C:6]([O:18][CH3:19])[CH:5]=1. Given the reactants [CH3:1][O:2][C:3](=[O:20])[C:4]1[CH:9]=[CH:8][C:7](OS(C(F)(F)F)(=O)=O)=[C:6]([O:18][CH3:19])[CH:5]=1.[CH3:21][C:22]1[CH:27]=[CH:26][CH:25]=[CH:24][C:23]=1OB(O)O.[Cl-].[Li+].C(=O)([O-])[O-].[Na+].[Na+], predict the reaction product. (7) The product is: [Br:1][C:2]1[CH:13]=[CH:12][C:5]([C:6]([C:25]2[CH:26]=[CH:27][C:22]([O:21][CH:16]3[CH2:17][CH2:18][CH2:19][CH2:20][O:15]3)=[CH:23][CH:24]=2)=[O:7])=[CH:4][C:3]=1[F:14]. Given the reactants [Br:1][C:2]1[CH:13]=[CH:12][C:5]([C:6](N(OC)C)=[O:7])=[CH:4][C:3]=1[F:14].[O:15]1[CH2:20][CH2:19][CH2:18][CH2:17][CH:16]1[O:21][C:22]1[CH:27]=[CH:26][C:25]([Mg]Br)=[CH:24][CH:23]=1, predict the reaction product. (8) The product is: [CH3:45][NH:46][C:47]([O:1][C:2]1[CH:3]=[C:4]([C:8]2[CH2:14][C@H:13]3[N:10]([C:11](=[O:22])[C@@H:12]3[C@H:15]([O:17][Si:18]([CH3:20])([CH3:21])[CH3:19])[CH3:16])[C:9]=2[C:23]([O:25][CH2:26][C:27]2[CH:32]=[CH:31][C:30]([N+:33]([O-:35])=[O:34])=[CH:29][CH:28]=2)=[O:24])[CH:5]=[CH:6][CH:7]=1)=[O:48]. Given the reactants [OH:1][C:2]1[CH:3]=[C:4]([C:8]2[CH2:14][C@H:13]3[N:10]([C:11](=[O:22])[C@@H:12]3[C@H:15]([O:17][Si:18]([CH3:21])([CH3:20])[CH3:19])[CH3:16])[C:9]=2[C:23]([O:25][CH2:26][C:27]2[CH:32]=[CH:31][C:30]([N+:33]([O-:35])=[O:34])=[CH:29][CH:28]=2)=[O:24])[CH:5]=[CH:6][CH:7]=1.C(N(CC)C(C)C)(C)C.[CH3:45][N:46]=[C:47]=[O:48].C(OCC)(=O)C, predict the reaction product. (9) Given the reactants [N:1]1[CH:6]=[CH:5][C:4]([NH:7][C:8](=[O:16])OC2C=CC=CC=2)=[CH:3][CH:2]=1.[NH2:17][C:18]1[CH:19]=[C:20]([C:24]([N:26]2[CH2:31][CH2:30][N:29]([CH2:32][C:33]3[CH:38]=[CH:37][C:36]([C:39]([OH:48])([C:44]([F:47])([F:46])[F:45])[C:40]([F:43])([F:42])[F:41])=[CH:35][CH:34]=3)[CH2:28][CH2:27]2)=[O:25])[CH:21]=[CH:22][CH:23]=1, predict the reaction product. The product is: [F:47][C:44]([F:45])([F:46])[C:39]([C:36]1[CH:35]=[CH:34][C:33]([CH2:32][N:29]2[CH2:28][CH2:27][N:26]([C:24]([C:20]3[CH:19]=[C:18]([NH:17][C:8]([NH:7][C:4]4[CH:3]=[CH:2][N:1]=[CH:6][CH:5]=4)=[O:16])[CH:23]=[CH:22][CH:21]=3)=[O:25])[CH2:31][CH2:30]2)=[CH:38][CH:37]=1)([OH:48])[C:40]([F:43])([F:42])[F:41].